From a dataset of Catalyst prediction with 721,799 reactions and 888 catalyst types from USPTO. Predict which catalyst facilitates the given reaction. (1) Reactant: [Br:1][C:2]1[CH:3]=[CH:4][C:5]([OH:24])=[C:6]([C:8]2(O)[C:16]3[C:11](=[CH:12][CH:13]=[CH:14][CH:15]=3)[N:10]([CH2:17][CH2:18][CH2:19][CH2:20][CH3:21])[C:9]2=[O:22])[CH:7]=1.FC(F)(F)C(O)=O.C([SiH](CC)CC)C. Product: [Br:1][C:2]1[CH:3]=[CH:4][C:5]([OH:24])=[C:6]([CH:8]2[C:16]3[C:11](=[CH:12][CH:13]=[CH:14][CH:15]=3)[N:10]([CH2:17][CH2:18][CH2:19][CH2:20][CH3:21])[C:9]2=[O:22])[CH:7]=1. The catalyst class is: 4. (2) Product: [Cl:28][C:24](=[N:11][NH:4][C:3]1[CH:5]=[CH:6][C:7]([Cl:9])=[CH:8][C:2]=1[Cl:1])[C:23]([O:22][CH2:20][CH3:21])=[O:29]. Reactant: [Cl:1][C:2]1[CH:8]=[C:7]([Cl:9])[CH:6]=[CH:5][C:3]=1[NH2:4].Cl.[N:11]([O-])=O.[Na+].CC([O-])=O.[Na+].[CH2:20]([O:22][C:23](=[O:29])[CH:24]([Cl:28])C(=O)C)[CH3:21]. The catalyst class is: 97. (3) Reactant: [Br:1][C:2]1[CH:7]=[CH:6][C:5]([C:8]2[N:13]=[C:12]3[N:14]=[C:15]([O:25][C@H:26]4[C@H:30]5[O:31][CH2:32][C@@H:33]([OH:34])[C@H:29]5[O:28][CH2:27]4)[N:16](COCC[Si](C)(C)C)[C:11]3=[CH:10][C:9]=2[Cl:35])=[CH:4][CH:3]=1.S([O-])(O)(=O)=O.[K+].C(=O)(O)[O-].[Na+]. Product: [Br:1][C:2]1[CH:7]=[CH:6][C:5]([C:8]2[N:13]=[C:12]3[N:14]=[C:15]([O:25][C@H:26]4[C@H:30]5[O:31][CH2:32][C@@H:33]([OH:34])[C@H:29]5[O:28][CH2:27]4)[NH:16][C:11]3=[CH:10][C:9]=2[Cl:35])=[CH:4][CH:3]=1. The catalyst class is: 106.